This data is from Reaction yield outcomes from USPTO patents with 853,638 reactions. The task is: Predict the reaction yield, written as a fraction of the theoretical maximum amount of product (1.0 means a 100% yield; for example, 0.34 means a 34% yield). The reactants are [Cl:1][C:2]1[C:11]([N+:12]([O-])=O)=[C:10]2[C:5]([C:6]([O:15][CH3:16])=[CH:7][CH:8]=[N:9]2)=[CH:4][CH:3]=1. The catalyst is [Pd].CCO. The product is [Cl:1][C:2]1[C:11]([NH2:12])=[C:10]2[C:5]([C:6]([O:15][CH3:16])=[CH:7][CH:8]=[N:9]2)=[CH:4][CH:3]=1. The yield is 1.00.